From a dataset of Full USPTO retrosynthesis dataset with 1.9M reactions from patents (1976-2016). Predict the reactants needed to synthesize the given product. (1) Given the product [CH3:1][C:2]1([CH3:8])[CH2:7][CH2:6][CH2:5][N:4]([N:9]=[O:10])[CH2:3]1, predict the reactants needed to synthesize it. The reactants are: [CH3:1][C:2]1([CH3:8])[CH2:7][CH2:6][CH2:5][NH:4][CH2:3]1.[N:9]([O-])=[O:10].[Na+]. (2) Given the product [CH2:4]([O:6][CH2:7][CH2:8][CH2:9][NH:10][CH:1]=[O:3])[CH3:5], predict the reactants needed to synthesize it. The reactants are: [CH:1]([OH:3])=O.[CH2:4]([O:6][CH2:7][CH2:8][CH2:9][NH2:10])[CH3:5].C([O-])([O-])=O.[K+].[K+]. (3) Given the product [CH3:63][O:62][C:60]1[CH:59]=[CH:58][C:57]([CH:64]2[CH2:73][CH2:72][C:71]3[C:66](=[CH:67][CH:68]=[C:69]([O:74][CH3:75])[CH:70]=3)[CH2:65]2)=[C:56]([CH2:55][NH:54][CH2:53][CH2:52][C:49]2[CH:50]=[CH:51][C:46]([OH:45])=[CH:47][CH:48]=2)[CH:61]=1, predict the reactants needed to synthesize it. The reactants are: C(OC1C=CC(CCNC2C=C(OC)C=CC=2C2CCC3C(=CC=C(OC)C=3)C2)=CC=1)C1C=CC=CC=1.C([O:45][C:46]1[CH:51]=[CH:50][C:49]([CH2:52][CH2:53][NH:54][CH2:55][C:56]2[CH:61]=[C:60]([O:62][CH3:63])[CH:59]=[CH:58][C:57]=2[CH:64]2[CH2:73][CH2:72][C:71]3[C:66](=[CH:67][CH:68]=[C:69]([O:74][CH3:75])[CH:70]=3)[CH2:65]2)=[CH:48][CH:47]=1)C1C=CC=CC=1. (4) Given the product [C:16]1([CH2:15][O:14][C:5]2[CH:4]=[CH:3][C:2]([C:36]([F:39])([F:38])[F:37])=[CH:7][C:6]=2[CH2:8][C:9]([O:11][CH2:12][CH3:13])=[O:10])[CH:21]=[CH:20][CH:19]=[CH:18][CH:17]=1, predict the reactants needed to synthesize it. The reactants are: Cl[C:2]1[CH:3]=[CH:4][C:5]([O:14][CH2:15][C:16]2[CH:21]=[CH:20][CH:19]=[CH:18][CH:17]=2)=[C:6]([CH2:8][C:9]([O:11][CH2:12][CH3:13])=[O:10])[CH:7]=1.C1(COC2C=CC([C:36]([F:39])([F:38])[F:37])=CC=2C(=O)C)C=CC=CC=1. (5) Given the product [CH2:25]([N:12]([CH:8]1[CH2:9][CH2:10][CH2:11][CH:6]([C:2]2[N:30]([CH:27]([CH3:29])[CH3:28])[CH:5]=[N:4][N:3]=2)[CH2:7]1)[C:13]1[CH:20]=[CH:19][C:16]([C:17]#[N:18])=[C:15]([C:21]([F:24])([F:23])[F:22])[CH:14]=1)[CH3:26], predict the reactants needed to synthesize it. The reactants are: O1[CH:5]=[N:4][N:3]=[C:2]1[CH:6]1[CH2:11][CH2:10][CH2:9][CH:8]([N:12]([CH2:25][CH3:26])[C:13]2[CH:20]=[CH:19][C:16]([C:17]#[N:18])=[C:15]([C:21]([F:24])([F:23])[F:22])[CH:14]=2)[CH2:7]1.[CH:27]([NH2:30])([CH3:29])[CH3:28].C([O-])(=O)C.[NH+]1C=CC=CC=1. (6) The reactants are: [Br:1][C:2]1[O:6][C:5]([CH:7]2[CH2:12][CH2:11][N:10]([C:13]([O:15][C:16]([CH3:19])([CH3:18])[CH3:17])=[O:14])[CH2:9][CH2:8]2)=[N:4][C:3]=1[C:20]1[CH:25]=[CH:24][C:23]([S:26][CH3:27])=[CH:22][CH:21]=1.ClC1C=C(C=CC=1)C(OO)=[O:33]. Given the product [Br:1][C:2]1[O:6][C:5]([CH:7]2[CH2:8][CH2:9][N:10]([C:13]([O:15][C:16]([CH3:19])([CH3:18])[CH3:17])=[O:14])[CH2:11][CH2:12]2)=[N:4][C:3]=1[C:20]1[CH:21]=[CH:22][C:23]([S:26]([CH3:27])=[O:33])=[CH:24][CH:25]=1, predict the reactants needed to synthesize it. (7) Given the product [CH2:14]([C:11]1[S:10][C:9]([C:3]2[S:4][CH:5]=[CH:6][CH:7]=2)=[CH:13][CH:12]=1)[CH2:15][CH2:16][CH2:17][CH2:18][CH2:19][CH2:20][CH2:21][CH2:22][CH3:23], predict the reactants needed to synthesize it. The reactants are: [Mg].Br[C:3]1[S:4][CH:5]=[CH:6][CH:7]=1.Br[C:9]1[S:10][C:11]([CH2:14][CH2:15][CH2:16][CH2:17][CH2:18][CH2:19][CH2:20][CH2:21][CH2:22][CH3:23])=[CH:12][CH:13]=1.Cl. (8) Given the product [CH2:19]([C:18]1[C:17]2[C:12](=[CH:13][CH:14]=[CH:15][CH:16]=2)[NH:11][C:10]=1[CH:7]1[CH2:6][CH2:5][C:4]([C:26]2[CH:31]=[CH:30][CH:29]=[CH:28][CH:27]=2)([N:3]([CH3:2])[CH3:32])[CH2:9][CH2:8]1)[C:20]1[CH:21]=[CH:22][CH:23]=[CH:24][CH:25]=1, predict the reactants needed to synthesize it. The reactants are: Cl.[CH3:2][N:3]([CH3:32])[C:4]1([C:26]2[CH:31]=[CH:30][CH:29]=[CH:28][CH:27]=2)[CH2:9][CH2:8][C:7]([C:10]2[NH:11][C:12]3[C:17]([C:18]=2[CH2:19][CH:20]2[CH2:25][CH2:24][CH2:23][CH2:22][CH2:21]2)=[CH:16][CH:15]=[CH:14][CH:13]=3)=[CH:6][CH2:5]1.[Sn]. (9) Given the product [CH2:1]([S:8][C:9]1[CH:10]=[C:11]2[C:16](=[CH:17][CH:18]=1)[C:15]([C:27]1[C:26]([O:32][CH3:33])=[CH:25][C:24]([C:34]3[CH:39]=[CH:38][CH:37]=[C:36]([F:40])[CH:35]=3)=[C:23]([Cl:22])[CH:28]=1)=[N:14][N:13]=[C:12]2[O:20][CH3:21])[C:2]1[CH:7]=[CH:6][CH:5]=[CH:4][CH:3]=1, predict the reactants needed to synthesize it. The reactants are: [CH2:1]([S:8][C:9]1[CH:10]=[C:11]2[C:16](=[CH:17][CH:18]=1)[C:15](Cl)=[N:14][N:13]=[C:12]2[O:20][CH3:21])[C:2]1[CH:7]=[CH:6][CH:5]=[CH:4][CH:3]=1.[Cl:22][C:23]1[CH:28]=[C:27](B(O)O)[C:26]([O:32][CH3:33])=[CH:25][C:24]=1[C:34]1[CH:39]=[CH:38][CH:37]=[C:36]([F:40])[CH:35]=1.C(=O)([O-])[O-].[K+].[K+].